Task: Predict which catalyst facilitates the given reaction.. Dataset: Catalyst prediction with 721,799 reactions and 888 catalyst types from USPTO (1) Reactant: [CH3:1][O:2][C:3]1[C:4]([CH3:20])=[C:5]2[C:10](=[C:11]([CH3:15])[C:12]=1[O:13][CH3:14])[CH:9](CC(N)=O)[NH:8][CH2:7][CH2:6]2.[OH-].[Na+]. Product: [CH3:1][O:2][C:3]1[C:4]([CH3:20])=[C:5]2[C:10](=[C:11]([CH3:15])[C:12]=1[O:13][CH3:14])[CH2:9][NH:8][CH2:7][CH2:6]2. The catalyst class is: 12. (2) Product: [Br:1][C:2]1[CH:3]=[CH:4][C:5]2[NH:11][CH2:10][CH2:9][O:8][C:7]([CH3:18])([C:13]3[S:14][CH:15]=[CH:16][CH:17]=3)[C:6]=2[CH:19]=1. The catalyst class is: 1. Reactant: [Br:1][C:2]1[CH:3]=[CH:4][C:5]2[NH:11][C:10](=O)[CH2:9][O:8][C:7]([CH3:18])([C:13]3[S:14][CH:15]=[CH:16][CH:17]=3)[C:6]=2[CH:19]=1.[H-].[Al+3].[Li+].[H-].[H-].[H-].[Cl-].[NH4+].C(OCC)(=O)C. (3) Reactant: FC(F)(F)C([NH:5][C@H:6]([C:11]1[CH:16]=[CH:15][C:14]([F:17])=[CH:13][CH:12]=1)[C:7]([OH:10])([CH3:9])[CH3:8])=O.[OH-].[K+].O.ClCCl. Product: [NH2:5][C@H:6]([C:11]1[CH:12]=[CH:13][C:14]([F:17])=[CH:15][CH:16]=1)[C:7]([CH3:9])([OH:10])[CH3:8]. The catalyst class is: 5. (4) Reactant: [NH:1]1[CH2:6][CH2:5][CH:4]([CH:7]([OH:9])[CH3:8])[CH2:3][CH2:2]1.CCN(C(C)C)C(C)C.[CH:19]([O:22][C:23](Cl)=[O:24])([CH3:21])[CH3:20].C1(C)C=CC=CC=1. Product: [CH:19]([O:22][C:23]([N:1]1[CH2:6][CH2:5][CH:4]([CH:7]([OH:9])[CH3:8])[CH2:3][CH2:2]1)=[O:24])([CH3:21])[CH3:20]. The catalyst class is: 2.